From a dataset of Full USPTO retrosynthesis dataset with 1.9M reactions from patents (1976-2016). Predict the reactants needed to synthesize the given product. (1) Given the product [Cl:8][C:9]1[CH:14]=[C:13]([Cl:15])[CH:12]=[CH:11][C:10]=1[C:16]1[N:21]=[C:20]([NH:22][CH2:23][CH2:24][NH:25][C:30]2[S:31][C:32]([N+:35]([O-:37])=[O:36])=[CH:33][N:34]=2)[N:19]2[CH:26]=[CH:27][N:28]=[C:18]2[CH:17]=1, predict the reactants needed to synthesize it. The reactants are: FC(F)(F)C(O)=O.[Cl:8][C:9]1[CH:14]=[C:13]([Cl:15])[CH:12]=[CH:11][C:10]=1[C:16]1[N:21]=[C:20]([NH:22][CH2:23][CH2:24][NH2:25])[N:19]2[CH:26]=[CH:27][N:28]=[C:18]2[CH:17]=1.Br[C:30]1[S:31][C:32]([N+:35]([O-:37])=[O:36])=[CH:33][N:34]=1.CCN(C(C)C)C(C)C. (2) Given the product [Cl:1][C:2]1[CH:8]=[C:7]([N+:9]([O-:11])=[O:10])[CH:6]=[CH:5][C:3]=1[NH:4][S:18]([C:15]1[CH:16]=[CH:17][C:12]([CH3:22])=[CH:13][CH:14]=1)(=[O:20])=[O:19], predict the reactants needed to synthesize it. The reactants are: [Cl:1][C:2]1[CH:8]=[C:7]([N+:9]([O-:11])=[O:10])[CH:6]=[CH:5][C:3]=1[NH2:4].[C:12]1([CH3:22])[CH:17]=[CH:16][C:15]([S:18](Cl)(=[O:20])=[O:19])=[CH:14][CH:13]=1.O. (3) Given the product [Br:4][C:5]1[N:6]=[C:7]([N:2]([CH3:3])[CH3:1])[CH:8]=[CH:9][CH:10]=1, predict the reactants needed to synthesize it. The reactants are: [CH3:1][NH:2][CH3:3].[Br:4][C:5]1[CH:10]=[CH:9][CH:8]=[C:7](Br)[N:6]=1. (4) The reactants are: [OH-].[K+].[CH3:3][O:4][C:5]1[CH:10]=[CH:9][C:8]([N:11]2[CH2:15][CH2:14][O:13]C2=O)=[CH:7][C:6]=1[N+:17]([O-:19])=[O:18]. Given the product [OH:13][CH2:14][CH2:15][NH:11][C:8]1[CH:9]=[CH:10][C:5]([O:4][CH3:3])=[C:6]([N+:17]([O-:19])=[O:18])[CH:7]=1, predict the reactants needed to synthesize it. (5) Given the product [CH:15]1([CH2:18][CH2:19][CH2:20][NH:21][C:22]([C:24]2[N:25]=[N:26][C:27]([N:30]3[CH2:31][CH2:32][N:33]([C:6](=[O:7])[C:5]4[CH:9]=[CH:10][C:2]([F:1])=[CH:3][C:4]=4[C:11]([F:14])([F:13])[F:12])[CH2:34][CH2:35]3)=[CH:28][CH:29]=2)=[O:23])[CH2:17][CH2:16]1, predict the reactants needed to synthesize it. The reactants are: [F:1][C:2]1[CH:10]=[CH:9][C:5]([C:6](Cl)=[O:7])=[C:4]([C:11]([F:14])([F:13])[F:12])[CH:3]=1.[CH:15]1([CH2:18][CH2:19][CH2:20][NH:21][C:22]([C:24]2[N:25]=[N:26][C:27]([N:30]3[CH2:35][CH2:34][NH:33][CH2:32][CH2:31]3)=[CH:28][CH:29]=2)=[O:23])[CH2:17][CH2:16]1. (6) Given the product [F:1][C:2]1[CH:3]=[CH:4][C:5]([C:8]2[C:12]([CH2:13][NH:14][C:15]3[CH:19]=[C:18]([C:20]([NH:30][C:26]4([CH3:25])[CH2:29][O:28][CH2:27]4)=[O:22])[N:17]([CH3:23])[N:16]=3)=[C:11]([CH3:24])[O:10][N:9]=2)=[N:6][CH:7]=1, predict the reactants needed to synthesize it. The reactants are: [F:1][C:2]1[CH:3]=[CH:4][C:5]([C:8]2[C:12]([CH2:13][NH:14][C:15]3[CH:19]=[C:18]([C:20]([OH:22])=O)[N:17]([CH3:23])[N:16]=3)=[C:11]([CH3:24])[O:10][N:9]=2)=[N:6][CH:7]=1.[CH3:25][C:26]1([NH2:30])[CH2:29][O:28][CH2:27]1.